From a dataset of Full USPTO retrosynthesis dataset with 1.9M reactions from patents (1976-2016). Predict the reactants needed to synthesize the given product. (1) Given the product [Br:2][CH:17]([C:10]1[CH:11]=[C:12]([F:16])[C:13]([F:15])=[CH:14][C:9]=1[F:8])[CH3:18], predict the reactants needed to synthesize it. The reactants are: P(Br)(Br)[Br:2].C(Cl)Cl.[F:8][C:9]1[CH:14]=[C:13]([F:15])[C:12]([F:16])=[CH:11][C:10]=1[CH:17](O)[CH3:18]. (2) Given the product [F:24][C:21]([F:22])([F:23])[C:18]1[CH:19]=[CH:20][C:15]([O:14][CH:11]2[CH2:10][CH2:9][NH:8][CH2:13][CH2:12]2)=[CH:16][CH:17]=1, predict the reactants needed to synthesize it. The reactants are: C(OC([N:8]1[CH2:13][CH2:12][CH:11]([O:14][C:15]2[CH:20]=[CH:19][C:18]([C:21]([F:24])([F:23])[F:22])=[CH:17][CH:16]=2)[CH2:10][CH2:9]1)=O)(C)(C)C.FC(F)(F)C(O)=O. (3) The reactants are: [CH2:1]([NH:3][C:4]([NH:6][C:7]1[CH:12]=[CH:11][C:10](B2OC(C)(C)C(C)(C)O2)=[CH:9][N:8]=1)=[O:5])[CH3:2].I[C:23]1[CH:24]=[C:25]([C:30]([O:32][CH3:33])=[O:31])[C:26](=[O:29])[NH:27][CH:28]=1.C(=O)([O-])[O-].[Cs+].[Cs+]. Given the product [CH2:1]([NH:3][C:4](=[O:5])[NH:6][C:7]1[N:8]=[CH:9][C:10]([C:23]2[CH:24]=[C:25]([C:30]([O:32][CH3:33])=[O:31])[C:26](=[O:29])[NH:27][CH:28]=2)=[CH:11][CH:12]=1)[CH3:2], predict the reactants needed to synthesize it. (4) The reactants are: C([O:4][CH2:5][C:6]1[CH:11]=[CH:10][CH:9]=[C:8]([CH:12]([NH:14][C:15]([C@@H:17]2[C:26]3[C:21](=[CH:22][CH:23]=[CH:24][CH:25]=3)[C:20](=[O:27])[N:19]([C@H:28]3[CH2:33][CH2:32][CH2:31][CH2:30][C@@H:29]3[NH:34][S:35]([CH3:38])(=[O:37])=[O:36])[C@H:18]2[C:39]2[CH:44]=[CH:43][C:42]([Cl:45])=[CH:41][C:40]=2[Cl:46])=[O:16])[CH3:13])[N+:7]=1[O-:47])(=O)C.O.NN.C(OCC)(=O)C. Given the product [Cl:46][C:40]1[CH:41]=[C:42]([Cl:45])[CH:43]=[CH:44][C:39]=1[C@H:18]1[C@H:17]([C:15]([NH:14][CH:12]([C:8]2[CH:9]=[CH:10][CH:11]=[C:6]([CH2:5][OH:4])[N+:7]=2[O-:47])[CH3:13])=[O:16])[C:26]2[C:21](=[CH:22][CH:23]=[CH:24][CH:25]=2)[C:20](=[O:27])[N:19]1[C@H:28]1[CH2:33][CH2:32][CH2:31][CH2:30][C@@H:29]1[NH:34][S:35]([CH3:38])(=[O:36])=[O:37], predict the reactants needed to synthesize it. (5) Given the product [NH2:22][C:21]1[C:3]2[C:2](=[CH:20][CH:19]=[CH:18][C:4]=2[O:5][CH:6]2[CH2:7][CH2:8][CH:9]([NH:12][C:13](=[O:17])[CH:14]([CH3:16])[CH3:15])[CH2:10][CH2:11]2)[N:1]=[C:24]([CH3:31])[C:25]=1[C:26]([O:28][CH2:29][CH3:30])=[O:27], predict the reactants needed to synthesize it. The reactants are: [NH2:1][C:2]1[C:3]([C:21]#[N:22])=[C:4]([CH:18]=[CH:19][CH:20]=1)[O:5][CH:6]1[CH2:11][CH2:10][CH:9]([NH:12][C:13](=[O:17])[CH:14]([CH3:16])[CH3:15])[CH2:8][CH2:7]1.O=[C:24]([CH3:31])[CH2:25][C:26]([O:28][CH2:29][CH3:30])=[O:27]. (6) Given the product [CH:12]([C:8]1[NH:7][C:6]([C:4]([OH:5])=[O:3])=[CH:10][C:9]=1[CH3:11])=[O:13], predict the reactants needed to synthesize it. The reactants are: C([O:3][C:4]([C:6]1[NH:7][C:8]([CH:12]=[O:13])=[C:9]([CH3:11])[CH:10]=1)=[O:5])C.C(O)C.[OH-].[K+]. (7) The reactants are: C([O:8][C:9]1[CH:25]=[CH:24][N:12]2[C:13](=[O:23])[CH:14]=[C:15]([N:17]3[CH2:22][CH2:21][O:20][CH2:19][CH2:18]3)[N:16]=[C:11]2[CH:10]=1)C1C=CC=CC=1.FC(F)(F)S(OS(C(F)(F)F)(=O)=O)(=O)=O.CO. Given the product [OH:8][C:9]1[CH:25]=[CH:24][N:12]2[C:13](=[O:23])[CH:14]=[C:15]([N:17]3[CH2:18][CH2:19][O:20][CH2:21][CH2:22]3)[N:16]=[C:11]2[CH:10]=1, predict the reactants needed to synthesize it.